From a dataset of Forward reaction prediction with 1.9M reactions from USPTO patents (1976-2016). Predict the product of the given reaction. (1) Given the reactants Br[C:2]1[CH:17]=[CH:16][CH:15]=[C:14]([N+:18]([O-:20])=[O:19])[C:3]=1[O:4][CH2:5][CH2:6][O:7][CH:8]1[CH2:13][CH2:12][CH2:11][CH2:10][O:9]1.C(=O)([O-])O.[Na+].[CH:26]1([C:32]2[C:33]3[S:48][C:47]([C:49]([O:51][CH3:52])=[O:50])=[CH:46][C:34]=3[NH:35][C:36]=2B2OC(C)(C)C(C)(C)O2)[CH2:31][CH2:30][CH2:29][CH2:28][CH2:27]1, predict the reaction product. The product is: [CH:26]1([C:32]2[C:33]3[S:48][C:47]([C:49]([O:51][CH3:52])=[O:50])=[CH:46][C:34]=3[NH:35][C:36]=2[C:2]2[CH:17]=[CH:16][CH:15]=[C:14]([N+:18]([O-:20])=[O:19])[C:3]=2[O:4][CH2:5][CH2:6][O:7][CH:8]2[CH2:13][CH2:12][CH2:11][CH2:10][O:9]2)[CH2:27][CH2:28][CH2:29][CH2:30][CH2:31]1. (2) Given the reactants [I-].[CH2:2]([N:9]1[C:13]([CH3:14])=[C:12]([CH3:15])[N+:11]([O:16][CH3:17])=[CH:10]1)[C:3]1[CH:8]=[CH:7][CH:6]=[CH:5][CH:4]=1.[F:18][P-:19]([F:24])([F:23])([F:22])([F:21])[F:20].[NH4+], predict the reaction product. The product is: [F:18][P-:19]([F:24])([F:23])([F:22])([F:21])[F:20].[CH2:2]([N:9]1[C:13]([CH3:14])=[C:12]([CH3:15])[N+:11]([O:16][CH3:17])=[CH:10]1)[C:3]1[CH:4]=[CH:5][CH:6]=[CH:7][CH:8]=1.